From a dataset of Forward reaction prediction with 1.9M reactions from USPTO patents (1976-2016). Predict the product of the given reaction. (1) Given the reactants [CH3:1][Si:2]([CH3:12])([CH3:11])[C:3]1[CH:4]=[C:5](CO)[CH:6]=[N:7][CH:8]=1.[C:13]([N:20]1[CH:24]=[CH:23]N=[CH:21]1)(N1C=CN=C1)=[O:14].CC([N:29]([C:33]1[CH:38]=[CH:37][C:36]([C:39]2[CH:44]=[CH:43][CH:42]=[CH:41][CH:40]=2)=[CH:35][C:34]=1[NH:45][C:46]([C:48]1[CH:53]=[CH:52]C(CN)=[CH:50][CH:49]=1)=[O:47])C(=O)[O-])(C)C.C1CCN2C(=NCCC2)CC1.C(N(CC)CC)C.C1C[O:77]CC1, predict the reaction product. The product is: [CH3:12][Si:2]([CH3:1])([CH3:11])[C:3]1[CH:4]=[C:5]([O:77][C:13](=[O:14])[N:20]([CH3:21])[CH2:24][C:23]2[CH:52]=[CH:53][C:48]([C:46]([NH:45][C:34]3[CH:35]=[C:36]([C:39]4[CH:44]=[CH:43][CH:42]=[CH:41][CH:40]=4)[CH:37]=[CH:38][C:33]=3[NH2:29])=[O:47])=[CH:49][CH:50]=2)[CH:6]=[N:7][CH:8]=1. (2) The product is: [C:1]([O:8][CH2:9][CH:10]([O:17][C:18](=[O:24])[CH2:19][CH2:20][CH2:21][CH2:22][CH3:23])[C:11](=[O:27])[C:12](=[O:14])[CH3:13])(=[O:7])[CH2:2][CH2:3][CH2:4][CH2:5][CH3:6]. Given the reactants [C:1]([O:8][CH2:9][CH:10]([O:17][C:18](=[O:24])[CH2:19][CH2:20][CH2:21][CH2:22][CH3:23])[C:11](=[N+]=[N-])[C:12](=[O:14])[CH3:13])(=[O:7])[CH2:2][CH2:3][CH2:4][CH2:5][CH3:6].CC(C)=[O:27].CC1(C)OO1, predict the reaction product. (3) Given the reactants Cl.Cl.[NH2:3][CH2:4][C@@:5]1([OH:13])[CH:10]2[CH2:11][CH2:12][N:7]([CH2:8][CH2:9]2)[CH2:6]1.[C:14]([O-])([O-])=[O:15].[Cs+].[Cs+].[N:20]([C:23]1[CH:28]=[C:27](C2C=CC=C(OC)C=2)[N:26]=[CH:25][N:24]=1)=[C:21]=S.C(N=C=NC(C)C)(C)C, predict the reaction product. The product is: [CH3:14][O:15][C:27]1[N:26]=[CH:25][N:24]=[C:23]([NH:20][C:21]2[O:13][C@:5]3([CH2:4][N:3]=2)[CH:10]2[CH2:9][CH2:8][N:7]([CH2:12][CH2:11]2)[CH2:6]3)[CH:28]=1. (4) Given the reactants CN(C)[C@H]1CCN(C2[C:9]([C:22]3[CH:27]=[CH:26][CH:25]=[CH:24][CH:23]=3)=[C:10]([CH3:21])[C:11]([C:19]#[N:20])=[C:12]3C=2O[C:14]([NH:17][CH3:18])=[N:13]3)C1.[C:29](Cl)(=[O:31])[CH3:30].[CH:33]([N:36]([CH:39]([CH3:41])[CH3:40])[CH2:37]C)(C)C.[N:42]1[CH:47]=CC=CC=1.[O:48]1CC[CH2:50][CH2:49]1, predict the reaction product. The product is: [C:19]([C:11]1[C:12]2[N:13]=[C:14]([N:17]([CH3:18])[C:49](=[O:48])[CH3:50])[O:31][C:29]=2[C:30]([N:42]2[CH2:47][CH2:41][C@H:39]([N:36]([CH3:37])[CH3:33])[CH2:40]2)=[C:9]([C:22]2[CH:23]=[CH:24][CH:25]=[CH:26][CH:27]=2)[C:10]=1[CH3:21])#[N:20]. (5) Given the reactants [F:1][C:2]1[CH:26]=[CH:25][CH:24]=[C:23]([F:27])[C:3]=1[C:4]([NH:6][C:7]1[C:8]([C:12]2[NH:16][C:15]3[CH:17]=[CH:18][CH:19]=[C:20](C=O)[C:14]=3[N:13]=2)=[N:9][NH:10][CH:11]=1)=[O:5].[NH:28]1[CH2:33][CH2:32][O:31][CH2:30][CH2:29]1.[C:34](O[BH-](OC(=O)C)OC(=O)C)(=O)C.[Na+], predict the reaction product. The product is: [F:27][C:23]1[CH:24]=[CH:25][CH:26]=[C:2]([F:1])[C:3]=1[C:4]([NH:6][C:7]1[C:8]([C:12]2[N:16]([CH3:34])[C:15]3[CH:17]=[CH:18][CH:19]=[C:20]([N:28]4[CH2:33][CH2:32][O:31][CH2:30][CH2:29]4)[C:14]=3[N:13]=2)=[N:9][NH:10][CH:11]=1)=[O:5]. (6) The product is: [CH3:17][O:16][C:13]1[CH:14]=[CH:15][C:10]([CH2:9][O:8][C:6]2[CH:5]=[N:4][CH:3]=[C:2]([B:18]3[O:23][C:24]([CH3:25])([CH3:26])[C:28]([CH3:29])([CH3:30])[O:27]3)[CH:7]=2)=[CH:11][CH:12]=1. Given the reactants Br[C:2]1[CH:3]=[N:4][CH:5]=[C:6]([O:8][CH2:9][C:10]2[CH:15]=[CH:14][C:13]([O:16][CH3:17])=[CH:12][CH:11]=2)[CH:7]=1.[B:18]([O:27][CH:28]([CH3:30])[CH3:29])([O:23][CH:24]([CH3:26])[CH3:25])OC(C)C.C([Li])CCC, predict the reaction product. (7) The product is: [Cl:25][C:20]1[CH:21]=[N:22][CH:23]=[CH:24][C:19]=1[CH2:18][S:8][C:6]1[N:5]=[C:4]([OH:9])[CH:3]=[C:2]([CH3:1])[N:7]=1. Given the reactants [CH3:1][C:2]1[N:7]=[C:6]([SH:8])[N:5]=[C:4]([OH:9])[CH:3]=1.C(N(CC)CC)C.Br[CH2:18][C:19]1[CH:24]=[CH:23][N:22]=[CH:21][C:20]=1[Cl:25], predict the reaction product.